This data is from Catalyst prediction with 721,799 reactions and 888 catalyst types from USPTO. The task is: Predict which catalyst facilitates the given reaction. (1) Reactant: [CH2:1]([CH:3]1[CH2:12][C:11]2[C:6](=[CH:7][CH:8]=[CH:9][CH:10]=2)[N:5]([C:13]2[CH:18]=[CH:17][C:16]([CH3:19])=[CH:15][CH:14]=2)[C:4]1=[O:20])[CH3:2].[Li+].[CH3:22][Si]([N-][Si](C)(C)C)(C)C.[CH2:31](Br)[CH:32]=C. Product: [CH2:1]([C:3]1([CH2:31][CH3:32])[CH2:12][C:11]2[C:6](=[CH:7][CH:8]=[CH:9][CH:10]=2)[N:5]([C:13]2[CH:14]=[CH:15][C:16]([CH3:19])=[CH:17][CH:18]=2)[C:4]1=[O:20])[CH:2]=[CH2:22]. The catalyst class is: 1. (2) Reactant: CCCCCCC[CH2:42][CH2:41][CH2:40][CH2:39][CH2:38][CH2:37][CH2:36][CH2:35][C:33]([O:32]C[C@@H]([O:32][C:33]([CH2:35][CH2:36][CH2:37][CH2:38][CH2:39][CH2:40][CH2:41]/[CH:42]=C\CCCCCCCC)=[O:34])COP(OCC(O)CO)(O)=O)=[O:34].CCC([CH2:57][O:58]C(C(N(CC[NH+](C)C)C)=O)(C1C=CC=CC=1)C1C=CC=CC=1)CC.[Cl-].[Na+].[Cl-].C(O)C(N)(CO)CO.Cl. Product: [CH3:57][O:58][C:40]1[CH:39]=[CH:38][C:37](/[CH:36]=[CH:35]/[C:33]([OH:32])=[O:34])=[CH:42][CH:41]=1. The catalyst class is: 6. (3) Reactant: [OH:1][CH:2]([C:27]1[S:28][CH:29]=[C:30]([C:32](=[O:35])[NH:33][CH3:34])[N:31]=1)[CH2:3][CH:4]([N:8]([CH3:26])[C:9]([CH:11]([NH:16][C:17]([CH:19]1[CH2:24][CH2:23][CH2:22][CH2:21][N:20]1[CH3:25])=[O:18])[CH:12]([CH3:15])[CH2:13][CH3:14])=[O:10])[CH:5]([CH3:7])[CH3:6].[C:36](OC(=O)C)(=[O:38])[CH3:37]. Product: [CH3:7][CH:5]([CH3:6])[CH:4]([N:8]([CH3:26])[C:9](=[O:10])[CH:11]([NH:16][C:17]([CH:19]1[CH2:24][CH2:23][CH2:22][CH2:21][N:20]1[CH3:25])=[O:18])[CH:12]([CH3:15])[CH2:13][CH3:14])[CH2:3][CH:2]([O:1][C:36](=[O:38])[CH3:37])[C:27]1[S:28][CH:29]=[C:30]([C:32](=[O:35])[NH:33][CH3:34])[N:31]=1. The catalyst class is: 17. (4) Reactant: Cl.Cl[CH2:3][CH2:4][N:5]([CH3:7])[CH3:6].[C:8]([O:12][C:13]([N:15]1[CH2:20][CH2:19][CH:18]([C:21]2[NH:22][CH:23]=[C:24]([C:26]3[CH:31]=[CH:30][C:29]([F:32])=[C:28]([Cl:33])[CH:27]=3)[N:25]=2)[CH2:17][CH2:16]1)=[O:14])([CH3:11])([CH3:10])[CH3:9].[OH-].[K+]. Product: [C:8]([O:12][C:13]([N:15]1[CH2:20][CH2:19][CH:18]([C:21]2[N:22]([CH2:3][CH2:4][N:5]([CH3:7])[CH3:6])[CH:23]=[C:24]([C:26]3[CH:31]=[CH:30][C:29]([F:32])=[C:28]([Cl:33])[CH:27]=3)[N:25]=2)[CH2:17][CH2:16]1)=[O:14])([CH3:11])([CH3:9])[CH3:10]. The catalyst class is: 549. (5) Reactant: [O:1]=[C:2]1[C:10]2[C:5](=[CH:6][CH:7]=[CH:8][CH:9]=2)C(=O)[N:3]1[CH2:12][C:13]1[C:22]2[C:17](=[CH:18][CH:19]=[CH:20][CH:21]=2)[C:16]([CH:23]=O)=[CH:15][CH:14]=1.[C:25]([O-:28])([O-])=O.[K+].[K+].O1CCOC[CH2:32]1. Product: [CH:23]([C:16]1[C:17]2[C:22](=[CH:21][CH:20]=[CH:19][CH:18]=2)[C:13]([CH2:12][N:3]2[C:2](=[O:1])[C:10]3[C:5](=[CH:6][CH:7]=[CH:8][CH:9]=3)[C:25]2=[O:28])=[CH:14][CH:15]=1)=[CH2:32]. The catalyst class is: 629. (6) Product: [CH2:38]([N:36]1[CH:37]=[C:33]([CH2:32][N:7]2[C:6]3[CH:8]=[C:9]([C:11]4[CH:16]=[CH:15][CH:14]=[CH:13][CH:12]=4)[S:10][C:5]=3[C:4](=[O:17])[N:3]([CH:18]3[CH2:23][CH2:22][N:21]([C:24]([O:26][C:27]([CH3:30])([CH3:29])[CH3:28])=[O:25])[CH2:20][CH2:19]3)[C:2]2=[O:1])[CH:34]=[N:35]1)[CH3:39]. The catalyst class is: 3. Reactant: [O:1]=[C:2]1[NH:7][C:6]2[CH:8]=[C:9]([C:11]3[CH:16]=[CH:15][CH:14]=[CH:13][CH:12]=3)[S:10][C:5]=2[C:4](=[O:17])[N:3]1[CH:18]1[CH2:23][CH2:22][N:21]([C:24]([O:26][C:27]([CH3:30])([CH3:29])[CH3:28])=[O:25])[CH2:20][CH2:19]1.Cl[CH2:32][C:33]1[CH:34]=[N:35][N:36]([CH2:38][CH3:39])[CH:37]=1.C(=O)([O-])[O-].[K+].[K+]. (7) Reactant: C(OC(=O)[NH:7][C:8]1[CH:13]=[CH:12][N:11]=[C:10]([C:14]([F:17])([F:16])[CH3:15])[CH:9]=1)(C)(C)C.C(O)(C(F)(F)F)=O. Product: [F:16][C:14]([C:10]1[CH:9]=[C:8]([NH2:7])[CH:13]=[CH:12][N:11]=1)([F:17])[CH3:15]. The catalyst class is: 2. (8) Reactant: [CH3:1][C:2]1[C:6]2[CH:7]=[CH:8][C:9]([C:11]([OH:13])=O)=[CH:10][C:5]=2[O:4][N:3]=1.[CH3:14][CH2:15]N(C(C)C)C(C)C.CN(C(ON1N=[N:38][C:33]2[CH:34]=[CH:35][CH:36]=[N:37][C:32]1=2)=[N+](C)C)C.F[P-](F)(F)(F)(F)F. Product: [N:37]12[CH2:36][CH2:35][CH:34]([CH2:14][CH2:15]1)[C@@H:33]([NH:38][C:11]([C:9]1[CH:8]=[CH:7][C:6]3[C:2]([CH3:1])=[N:3][O:4][C:5]=3[CH:10]=1)=[O:13])[CH2:32]2. The catalyst class is: 3. (9) Reactant: C(OC([N:11]1[C:19]2[C:14](=[CH:15][C:16]([N:20]3[CH2:24][C@H:23]([CH2:25][NH:26][C:27](=[O:29])[CH3:28])[O:22][C:21]3=[O:30])=[CH:17][CH:18]=2)[CH2:13][CH:12]1[CH2:31][O:32][Si:33]([C:36]([CH3:39])([CH3:38])[CH3:37])([CH3:35])[CH3:34])=O)C1C=CC=CC=1. Product: [Si:33]([O:32][CH2:31][CH:12]1[CH2:13][C:14]2[C:19](=[CH:18][CH:17]=[C:16]([N:20]3[CH2:24][C@H:23]([CH2:25][NH:26][C:27](=[O:29])[CH3:28])[O:22][C:21]3=[O:30])[CH:15]=2)[NH:11]1)([C:36]([CH3:39])([CH3:37])[CH3:38])([CH3:34])[CH3:35]. The catalyst class is: 63.